Task: Predict the product of the given reaction.. Dataset: Forward reaction prediction with 1.9M reactions from USPTO patents (1976-2016) Given the reactants [F:1][C:2]([F:15])([F:14])[CH2:3][CH2:4][CH2:5][S:6]([CH2:9][CH2:10][CH2:11][CH2:12]Cl)(=[O:8])=[O:7].[CH3:16][NH2:17], predict the reaction product. The product is: [CH3:16][NH:17][CH2:12][CH2:11][CH2:10][CH2:9][S:6]([CH2:5][CH2:4][CH2:3][C:2]([F:15])([F:14])[F:1])(=[O:8])=[O:7].